Task: Regression. Given a peptide amino acid sequence and an MHC pseudo amino acid sequence, predict their binding affinity value. This is MHC class I binding data.. Dataset: Peptide-MHC class I binding affinity with 185,985 pairs from IEDB/IMGT (1) The MHC is HLA-A01:01 with pseudo-sequence HLA-A01:01. The peptide sequence is ATSVLLSAY. The binding affinity (normalized) is 0.744. (2) The peptide sequence is RPCFWVELI. The MHC is HLA-B07:02 with pseudo-sequence HLA-B07:02. The binding affinity (normalized) is 0.429. (3) The peptide sequence is VFDSKLISEK. The MHC is HLA-A31:01 with pseudo-sequence HLA-A31:01. The binding affinity (normalized) is 0.231. (4) The MHC is HLA-B18:01 with pseudo-sequence HLA-B18:01. The binding affinity (normalized) is 0.0847. The peptide sequence is AAILKQHKL.